This data is from Full USPTO retrosynthesis dataset with 1.9M reactions from patents (1976-2016). The task is: Predict the reactants needed to synthesize the given product. (1) Given the product [OH:11][CH:12]1[CH2:17][CH2:16][N:15]([C:6](=[O:8])[CH2:5][C:4](=[O:10])[CH2:3][O:2][CH3:1])[CH2:14][CH2:13]1, predict the reactants needed to synthesize it. The reactants are: [CH3:1][O:2][CH2:3][C:4](=[O:10])[CH2:5][C:6]([O:8]C)=O.[OH:11][CH:12]1[CH2:17][CH2:16][NH:15][CH2:14][CH2:13]1. (2) Given the product [OH:20][CH2:19][N:14]1[C:12](=[O:13])[C@@H:9]2[C@@H:8]([C@H:7]3[O:11][C@H:10]2[C@H:4]2[O:3][C:2]([CH3:1])([O:17][CH3:18])[O:6][C@H:5]32)[C:15]1=[O:16], predict the reactants needed to synthesize it. The reactants are: [CH3:1][C:2]1([O:17][CH3:18])[O:6][C@@H:5]2[C@@H:7]3[O:11][C@@H:10]([C@H:4]2[O:3]1)[C@H:9]1[C:12]([NH:14][C:15](=[O:16])[C@@H:8]31)=[O:13].[CH2:19]=[O:20]. (3) Given the product [CH3:27][N:26]([CH3:28])[C:25]([C:7]1[N:6]([CH:1]2[CH2:5][CH2:4][CH2:3][CH2:2]2)[C:10]2[N:11]=[C:12]([NH:15][C:16]3[CH:24]=[CH:23][C:19]([C:20]([N:41]4[CH2:40][CH:39]5[O:45][CH:43]([CH2:44][N:37]([CH2:30][C:31]6[CH:32]=[CH:33][CH:34]=[CH:35][CH:36]=6)[CH2:38]5)[CH2:42]4)=[O:22])=[CH:18][N:17]=3)[N:13]=[CH:14][C:9]=2[CH:8]=1)=[O:29], predict the reactants needed to synthesize it. The reactants are: [CH:1]1([N:6]2[C:10]3[N:11]=[C:12]([NH:15][C:16]4[CH:24]=[CH:23][C:19]([C:20]([OH:22])=O)=[CH:18][N:17]=4)[N:13]=[CH:14][C:9]=3[CH:8]=[C:7]2[C:25](=[O:29])[N:26]([CH3:28])[CH3:27])[CH2:5][CH2:4][CH2:3][CH2:2]1.[CH2:30]([N:37]1[CH2:44][CH:43]2[O:45][CH:39]([CH2:40][NH:41][CH2:42]2)[CH2:38]1)[C:31]1[CH:36]=[CH:35][CH:34]=[CH:33][CH:32]=1. (4) Given the product [CH2:4]([CH:11]([NH:15][C:16](=[O:33])/[CH:17]=[CH:18]/[C:19]1[CH:24]=[CH:23][C:22]([N:25]2[CH:29]=[C:28]([CH3:30])[N:27]=[CH:26]2)=[C:21]([O:31][CH3:32])[CH:20]=1)[C:12](=[O:14])[CH3:13])[C:5]1[CH:6]=[CH:7][CH:8]=[CH:9][CH:10]=1, predict the reactants needed to synthesize it. The reactants are: C(Cl)Cl.[CH2:4]([CH:11]([NH:15][C:16](=[O:33])/[CH:17]=[CH:18]/[C:19]1[CH:24]=[CH:23][C:22]([N:25]2[CH:29]=[C:28]([CH3:30])[N:27]=[CH:26]2)=[C:21]([O:31][CH3:32])[CH:20]=1)[CH:12]([OH:14])[CH3:13])[C:5]1[CH:10]=[CH:9][CH:8]=[CH:7][CH:6]=1.CC(OI1(OC(C)=O)(OC(C)=O)OC(=O)C2C=CC=CC1=2)=O.O.C(=O)(O)[O-].[Na+]. (5) The reactants are: [OH:1][CH2:2][CH2:3][CH2:4][S:5][C:6]1[N:7]([CH2:22][C:23]2[C:32]3[C:27](=[CH:28][CH:29]=[CH:30][CH:31]=3)[CH:26]=[CH:25][CH:24]=2)[CH:8]=[C:9]2[C:14]=1[C:13](=[O:15])[N:12]([CH3:16])[C:11](=[O:17])[N:10]2[CH2:18][CH:19]([CH3:21])[CH3:20].[CH3:33][S:34](Cl)(=[O:36])=[O:35].C(N(CC)CC)C. Given the product [CH3:33][S:34]([O:1][CH2:2][CH2:3][CH2:4][S:5][C:6]1[N:7]([CH2:22][C:23]2[C:32]3[C:27](=[CH:28][CH:29]=[CH:30][CH:31]=3)[CH:26]=[CH:25][CH:24]=2)[CH:8]=[C:9]2[C:14]=1[C:13](=[O:15])[N:12]([CH3:16])[C:11](=[O:17])[N:10]2[CH2:18][CH:19]([CH3:21])[CH3:20])(=[O:36])=[O:35], predict the reactants needed to synthesize it. (6) The reactants are: CO[C:3](=[O:24])[C:4]1[CH:9]=[CH:8][C:7]([O:10][CH2:11][C:12]2[C:13]([C:17]3[CH:22]=[CH:21][C:20]([F:23])=[CH:19][CH:18]=3)=[N:14][O:15][CH:16]=2)=[N:6][CH:5]=1.[NH2:25][C@@H:26]([CH2:28][OH:29])[CH3:27]. Given the product [F:23][C:20]1[CH:19]=[CH:18][C:17]([C:13]2[C:12]([CH2:11][O:10][C:7]3[CH:8]=[CH:9][C:4]([C:3]([NH:25][C@H:26]([CH3:27])[CH2:28][OH:29])=[O:24])=[CH:5][N:6]=3)=[CH:16][O:15][N:14]=2)=[CH:22][CH:21]=1, predict the reactants needed to synthesize it. (7) Given the product [Cl:5][C:6]1[CH:11]=[C:10]([C:12]([NH:2][C:3]([NH:26][C:24]2[CH:23]=[CH:22][C:20]3[O:21][C:17]([F:27])([F:16])[O:18][C:19]=3[CH:25]=2)=[S:4])=[O:13])[CH:9]=[C:8]([CH3:15])[N:7]=1, predict the reactants needed to synthesize it. The reactants are: [NH4+].[N:2]#[C:3][S-:4].[Cl:5][C:6]1[CH:11]=[C:10]([C:12](Cl)=[O:13])[CH:9]=[C:8]([CH3:15])[N:7]=1.[F:16][C:17]1([F:27])[O:21][C:20]2[CH:22]=[CH:23][C:24]([NH2:26])=[CH:25][C:19]=2[O:18]1. (8) Given the product [NH2:11][C@@H:3]([CH2:4][C:5]1[CH:10]=[CH:9][CH:8]=[CH:7][CH:6]=1)[C:2]([NH:19][C:20]1[S:24][C:23]([C:25]2[CH:30]=[CH:29][N:28]=[CH:27][CH:26]=2)=[N:22][CH:21]=1)=[O:1], predict the reactants needed to synthesize it. The reactants are: [O:1]=[C:2]([NH:19][C:20]1[S:24][C:23]([C:25]2[CH:30]=[CH:29][N:28]=[CH:27][CH:26]=2)=[N:22][CH:21]=1)[C@@H:3]([NH:11]C(=O)OC(C)(C)C)[CH2:4][C:5]1[CH:10]=[CH:9][CH:8]=[CH:7][CH:6]=1.C(Cl)Cl.C(O)(C(F)(F)F)=O. (9) Given the product [CH3:1][O:2][C:3]([NH:5][C@@H:6]([C@@H:11]1[CH2:16][CH2:15][CH2:14][O:13][CH2:12]1)[C:7]([OH:9])=[O:8])=[O:4], predict the reactants needed to synthesize it. The reactants are: [CH3:1][O:2][C:3]([NH:5][C@@H:6]([C@@H:11]1[CH2:16][CH2:15][CH2:14][O:13][CH2:12]1)[C:7]([O:9]C)=[O:8])=[O:4].[Li+].[OH-].Cl. (10) Given the product [C:18]([NH:1][C:2]1[CH:3]=[C:4]2[C:8](=[CH:9][CH:10]=1)[CH2:7][CH2:6][CH2:5]2)(=[O:20])[CH3:19], predict the reactants needed to synthesize it. The reactants are: [NH2:1][C:2]1[CH:3]=[C:4]2[C:8](=[CH:9][CH:10]=1)[CH2:7][CH2:6][CH2:5]2.C(N(CC)CC)C.[C:18](OC(=O)C)(=[O:20])[CH3:19].Cl.